From a dataset of Full USPTO retrosynthesis dataset with 1.9M reactions from patents (1976-2016). Predict the reactants needed to synthesize the given product. (1) Given the product [SH:3][C:4]1[CH:10]=[C:17]([CH:8]=[CH:7][C:5]=1[NH2:6])[C:16]([OH:19])=[O:18], predict the reactants needed to synthesize it. The reactants are: NC1[S:3][C:4]2[CH:10]=C[CH:8]=[C:7](C(O)=O)[C:5]=2[N:6]=1.[OH-].[K+].[C:16]([OH:19])(=[O:18])[CH3:17]. (2) Given the product [Cl:16][C:12]1[CH:13]=[CH:14][C:15]2[N:6]([CH2:5][CH2:4][CH2:3][NH:2][C:32](=[O:34])[CH3:33])[C:7](=[O:21])[C:8]3=[C:19]([CH3:20])[NH:18][N:17]=[C:9]3[C:10]=2[CH:11]=1, predict the reactants needed to synthesize it. The reactants are: Cl.[NH2:2][CH2:3][CH2:4][CH2:5][N:6]1[C:15]2[CH:14]=[CH:13][C:12]([Cl:16])=[CH:11][C:10]=2[C:9]2=[N:17][NH:18][C:19]([CH3:20])=[C:8]2[C:7]1=[O:21].C[Si]([N-][Si](C)(C)C)(C)C.[Na+].[C:32](OC(=O)C)(=[O:34])[CH3:33].O. (3) Given the product [Br:1][C:2]1[CH:7]=[CH:6][C:5]([CH:8]([C:20]2[CH:25]=[CH:24][CH:23]=[CH:22][C:21]=2[CH3:26])[CH2:9]/[C:10](/[C:12]2[CH:13]=[CH:14][C:15](=[O:19])[N:16]([CH:18]3[CH2:30][CH2:27][CH2:28]3)[CH:17]=2)=[N:39]\[OH:40])=[CH:4][CH:3]=1, predict the reactants needed to synthesize it. The reactants are: [Br:1][C:2]1[CH:7]=[CH:6][C:5]([CH:8]([C:20]2[CH:25]=[CH:24][CH:23]=[CH:22][C:21]=2[CH3:26])[CH2:9][C:10]([C:12]2[CH:13]=[CH:14][C:15](=[O:19])[N:16]([CH3:18])[CH:17]=2)=O)=[CH:4][CH:3]=1.[CH:27]1(Br)[CH2:30]C[CH2:28]1.C(=O)([O-])[O-].[K+].[K+].Cl.[NH2:39][OH:40].C([O-])(O)=O.[Na+].